Dataset: TCR-epitope binding with 47,182 pairs between 192 epitopes and 23,139 TCRs. Task: Binary Classification. Given a T-cell receptor sequence (or CDR3 region) and an epitope sequence, predict whether binding occurs between them. (1) The epitope is NLSALGIFST. The TCR CDR3 sequence is CSDTLKTGASYNEQFF. Result: 0 (the TCR does not bind to the epitope). (2) The epitope is KTWGQYWQV. The TCR CDR3 sequence is CASSLEYGSDSPLHF. Result: 0 (the TCR does not bind to the epitope). (3) The epitope is SEETGTLIV. The TCR CDR3 sequence is CASSQPGLATAEQFF. Result: 0 (the TCR does not bind to the epitope). (4) The epitope is VLWAHGFEL. The TCR CDR3 sequence is CASSSTSGSSYEQYF. Result: 0 (the TCR does not bind to the epitope). (5) The epitope is TPRVTGGGAM. The TCR CDR3 sequence is CASSSHESQGARSPLHF. Result: 1 (the TCR binds to the epitope). (6) The epitope is HPVGEADYFEY. The TCR CDR3 sequence is CASSLEGFADTQYF. Result: 0 (the TCR does not bind to the epitope). (7) The epitope is VSFIEFVGW. The TCR CDR3 sequence is CASSLLNREQFF. Result: 0 (the TCR does not bind to the epitope).